The task is: Predict the reactants needed to synthesize the given product.. This data is from Full USPTO retrosynthesis dataset with 1.9M reactions from patents (1976-2016). The reactants are: [N:1]1[C:10]2[C:5](=[CH:6][CH:7]=[CH:8][C:9]=2[S:11](Cl)(=[O:13])=[O:12])[CH:4]=[CH:3][CH:2]=1.[NH2:15][C:16]1[CH:17]=[C:18]([CH:28]=[CH:29][C:30]=1[O:31][CH3:32])[C:19]([NH:21][C:22]1[CH:27]=[CH:26][CH:25]=[CH:24][CH:23]=1)=[O:20]. Given the product [N:1]1[C:10]2[C:5](=[CH:6][CH:7]=[CH:8][C:9]=2[S:11]([NH:15][C:16]2[CH:17]=[C:18]([CH:28]=[CH:29][C:30]=2[O:31][CH3:32])[C:19]([NH:21][C:22]2[CH:27]=[CH:26][CH:25]=[CH:24][CH:23]=2)=[O:20])(=[O:13])=[O:12])[CH:4]=[CH:3][CH:2]=1, predict the reactants needed to synthesize it.